From a dataset of Full USPTO retrosynthesis dataset with 1.9M reactions from patents (1976-2016). Predict the reactants needed to synthesize the given product. (1) Given the product [ClH:38].[ClH:1].[NH2:30][CH2:29][CH2:28][N:27]1[C:20]2[C:19]([NH:18][C:15]3[CH:16]=[CH:17][C:12]([O:11][C:8]4[CH:9]=[CH:10][C:5]5[CH:4]=[CH:3][S:2][C:6]=5[CH:7]=4)=[C:13]([Cl:38])[CH:14]=3)=[N:24][CH:23]=[N:22][C:21]=2[CH:25]=[CH:26]1, predict the reactants needed to synthesize it. The reactants are: [ClH:1].[S:2]1[C:6]2[CH:7]=[C:8]([O:11][C:12]3[CH:17]=[CH:16][C:15]([NH:18][C:19]4[C:20]5[N:27]([CH2:28][CH2:29][NH:30]C(=O)OC(C)(C)C)[CH:26]=[CH:25][C:21]=5[N:22]=[CH:23][N:24]=4)=[CH:14][C:13]=3[Cl:38])[CH:9]=[CH:10][C:5]=2[CH:4]=[CH:3]1.Cl.C(OCC)(=O)C.C(O)C. (2) Given the product [CH2:44]([O:43][CH:42]([O:46][CH2:47][CH3:48])[CH2:41][CH2:40][NH:39][C:14](=[O:16])[C@@H:12]([NH:11][C:1](=[O:2])[O:3][CH2:4][C:5]1[CH:6]=[CH:7][CH:8]=[CH:9][CH:10]=1)[CH3:13])[CH3:45], predict the reactants needed to synthesize it. The reactants are: [C:1]([NH:11][C@H:12]([C:14]([OH:16])=O)[CH3:13])([O:3][CH2:4][C:5]1[CH:10]=[CH:9][CH:8]=[CH:7][CH:6]=1)=[O:2].OC1C2N=NNC=2C=CC=1.Cl.CN(C)CCCN=C=NCC.[NH2:39][CH2:40][CH2:41][CH:42]([O:46][CH2:47][CH3:48])[O:43][CH2:44][CH3:45].C(N(CC)C(C)C)(C)C. (3) Given the product [CH:33]1([NH:39][C:3]([C:4]2[CH:10]=[C:11]([C:13]3[CH:18]=[CH:17][CH:16]=[CH:15][C:14]=3[O:19][C:20]([F:23])([F:22])[F:21])[N:24]([CH2:25][CH:26]3[CH2:31][CH2:30][CH2:29][CH2:28][CH:27]3[OH:32])[C:5]=2[CH3:6])=[O:2])[CH2:38][CH2:37][CH2:36][CH2:35][CH2:34]1, predict the reactants needed to synthesize it. The reactants are: C[O:2][C:3](=O)[CH2:4][C:5](=O)[CH3:6].Br[CH2:10][C:11]([C:13]1[CH:18]=[CH:17][CH:16]=[CH:15][C:14]=1[O:19][C:20]([F:23])([F:22])[F:21])=O.[NH2:24][CH2:25][CH:26]1[CH2:31][CH2:30][CH2:29][CH2:28][CH:27]1[OH:32].[CH:33]1([NH2:39])[CH2:38][CH2:37][CH2:36][CH2:35][CH2:34]1. (4) Given the product [CH2:13]([N:17]([CH2:18][CH2:19][CH2:20][CH3:21])[C:1](=[O:12])/[CH:2]=[CH:3]/[CH2:4][CH2:5][CH2:6][CH2:7][CH2:8][CH2:9][CH3:10])[CH2:14][CH2:15][CH3:16], predict the reactants needed to synthesize it. The reactants are: [C:1]([OH:12])(=O)/[CH:2]=[CH:3]/[CH2:4][CH2:5][CH2:6][CH2:7][CH2:8][CH2:9][CH3:10].[CH2:13]([NH:17][CH2:18][CH2:19][CH2:20][CH3:21])[CH2:14][CH2:15][CH3:16]. (5) Given the product [C:20]([CH2:19][CH2:18][N:17]([CH3:16])[S:10]([C:6]1[C:7]([CH3:9])=[CH:8][C:3]([O:2][CH3:1])=[C:4]([CH3:15])[C:5]=1[CH3:14])(=[O:12])=[O:11])#[N:21], predict the reactants needed to synthesize it. The reactants are: [CH3:1][O:2][C:3]1[CH:8]=[C:7]([CH3:9])[C:6]([S:10](Cl)(=[O:12])=[O:11])=[C:5]([CH3:14])[C:4]=1[CH3:15].[CH3:16][NH:17][CH2:18][CH2:19][C:20]#[N:21].C(N(CC)CC)C.C(OCC)(=O)C. (6) Given the product [C:1]([O:5][C:6]([N:8]1[CH2:13][CH2:12][C:11]2[N:14]([CH2:25][CH:26]([OH:27])[CH2:28][N:40]3[CH2:39][CH2:38][N:37]([C:32]4[CH:33]=[CH:34][CH:35]=[CH:36][C:31]=4[C:29]#[N:30])[CH2:42][CH2:41]3)[N:15]=[C:16]([C:17]3[CH:22]=[CH:21][C:20]([Cl:23])=[C:19]([CH3:24])[CH:18]=3)[C:10]=2[CH2:9]1)=[O:7])([CH3:2])([CH3:3])[CH3:4], predict the reactants needed to synthesize it. The reactants are: [C:1]([O:5][C:6]([N:8]1[CH2:13][CH2:12][C:11]2[N:14]([CH2:25][CH:26]3[CH2:28][O:27]3)[N:15]=[C:16]([C:17]3[CH:22]=[CH:21][C:20]([Cl:23])=[C:19]([CH3:24])[CH:18]=3)[C:10]=2[CH2:9]1)=[O:7])([CH3:4])([CH3:3])[CH3:2].[C:29]([C:31]1[CH:36]=[CH:35][CH:34]=[CH:33][C:32]=1[N:37]1[CH2:42][CH2:41][NH:40][CH2:39][CH2:38]1)#[N:30]. (7) Given the product [OH:16][C:4]1[CH:3]=[C:2]([N:1]2[C:20](=[O:21])[C:19]3=[CH:23][CH:24]=[CH:25][CH:26]=[C:18]3[C:17]2=[O:22])[N:6]([C:7]2[C:12]([Cl:13])=[CH:11][C:10]([Cl:14])=[CH:9][C:8]=2[Cl:15])[N:5]=1, predict the reactants needed to synthesize it. The reactants are: [NH2:1][C:2]1[N:6]([C:7]2[C:12]([Cl:13])=[CH:11][C:10]([Cl:14])=[CH:9][C:8]=2[Cl:15])[N:5]=[C:4]([OH:16])[CH:3]=1.[C:17]1(=O)[O:22][C:20](=[O:21])[C:19]2=[CH:23][CH:24]=[CH:25][CH:26]=[C:18]12.O.